Task: Predict the reaction yield, written as a fraction of the theoretical maximum amount of product (1.0 means a 100% yield; for example, 0.34 means a 34% yield).. Dataset: Reaction yield outcomes from USPTO patents with 853,638 reactions (1) The reactants are Cl[C:2]1[N:3]=[C:4]([NH:11][C:12]2[CH:17]=[CH:16][CH:15]=[C:14]([C:18]([F:21])([F:20])[F:19])[CH:13]=2)[C:5]2[N:10]=[CH:9][S:8][C:6]=2[N:7]=1.CC1(C)C(C)(C)OB([C:30]2[CH:31]=[C:32]([CH:37]=[CH:38][CH:39]=2)[C:33]([O:35][CH3:36])=[O:34])O1.C([O-])([O-])=O.[Na+].[Na+]. The catalyst is O.O1CCOCC1.C1C=CC([P]([Pd]([P](C2C=CC=CC=2)(C2C=CC=CC=2)C2C=CC=CC=2)([P](C2C=CC=CC=2)(C2C=CC=CC=2)C2C=CC=CC=2)[P](C2C=CC=CC=2)(C2C=CC=CC=2)C2C=CC=CC=2)(C2C=CC=CC=2)C2C=CC=CC=2)=CC=1. The product is [F:19][C:18]([F:21])([F:20])[C:14]1[CH:13]=[C:12]([NH:11][C:4]2[C:5]3[N:10]=[CH:9][S:8][C:6]=3[N:7]=[C:2]([C:30]3[CH:31]=[C:32]([CH:37]=[CH:38][CH:39]=3)[C:33]([O:35][CH3:36])=[O:34])[N:3]=2)[CH:17]=[CH:16][CH:15]=1. The yield is 0.848. (2) The reactants are [NH:1]1[CH2:6][CH2:5][CH:4]([CH2:7][OH:8])[CH2:3][CH2:2]1.[F:9][C:10]1[CH:11]=[C:12]([CH:18]=[C:19]([F:21])[CH:20]=1)[CH:13]=[CH:14][C:15](O)=[O:16].F[P-](F)(F)(F)(F)F.N1(O[P+](N(C)C)(N(C)C)N(C)C)C2C=CC=CC=2N=N1.C(N(CC)CC)C. The catalyst is ClCCl. The product is [F:9][C:10]1[CH:11]=[C:12](/[CH:13]=[CH:14]/[C:15]([N:1]2[CH2:6][CH2:5][CH:4]([CH2:7][OH:8])[CH2:3][CH2:2]2)=[O:16])[CH:18]=[C:19]([F:21])[CH:20]=1. The yield is 0.810. (3) The reactants are CS(O[CH2:6][C:7]1[CH:16]=[CH:15][C:10]2[N:11]=[C:12]([Br:14])[S:13][C:9]=2[CH:8]=1)(=O)=O.[CH3:17][O:18][C:19]1[C:27]([O:28][CH3:29])=[CH:26][C:22]2[NH:23][CH:24]=[N:25][C:21]=2[CH:20]=1. The catalyst is CN(C=O)C.CCOC(C)=O. The product is [Br:14][C:12]1[S:13][C:9]2[CH:8]=[C:7]([CH2:6][N:23]3[C:22]4[CH:26]=[C:27]([O:28][CH3:29])[C:19]([O:18][CH3:17])=[CH:20][C:21]=4[N:25]=[CH:24]3)[CH:16]=[CH:15][C:10]=2[N:11]=1. The yield is 0.750. (4) The reactants are [Cl:1][C:2]1[C:3]([F:15])=[C:4]([C:8]2([O:13][CH3:14])[CH2:12][CH2:11][NH:10][CH2:9]2)[CH:5]=[CH:6][CH:7]=1.[H-].[Na+].[CH2:18](Br)[C:19]1[CH:24]=[CH:23][CH:22]=[CH:21][CH:20]=1. The catalyst is CN(C)C=O. The product is [CH2:18]([N:10]1[CH2:11][CH2:12][C:8]([C:4]2[CH:5]=[CH:6][CH:7]=[C:2]([Cl:1])[C:3]=2[F:15])([O:13][CH3:14])[CH2:9]1)[C:19]1[CH:24]=[CH:23][CH:22]=[CH:21][CH:20]=1. The yield is 0.800. (5) The reactants are C(NC(C)C)(C)C.C([Li])CCC.[Cl:13][C:14]1[CH:19]=[C:18]([Cl:20])[CH:17]=[CH:16][N:15]=1.[CH:21](OC)=[O:22]. The catalyst is C1COCC1. The product is [Cl:13][C:14]1[C:19]([CH:21]=[O:22])=[C:18]([Cl:20])[CH:17]=[CH:16][N:15]=1. The yield is 0.670. (6) The reactants are Cl[C:2]1[CH:7]=[C:6]([Cl:8])[N:5]=[C:4]([NH2:9])[N:3]=1.[CH:10]1([C@H:13]([NH2:15])[CH3:14])[CH2:12][CH2:11]1.CCN(C(C)C)C(C)C. The catalyst is CCCCO. The product is [Cl:8][C:6]1[N:5]=[C:4]([NH2:9])[N:3]=[C:2]([NH:15][C@@H:13]([CH:10]2[CH2:12][CH2:11]2)[CH3:14])[CH:7]=1. The yield is 0.990.